This data is from Catalyst prediction with 721,799 reactions and 888 catalyst types from USPTO. The task is: Predict which catalyst facilitates the given reaction. Reactant: [NH2:1][C:2]1[CH:3]=[C:4]2[C:9](=[CH:10][CH:11]=1)[C:8](=[O:12])[N:7]([CH2:13][CH:14]([CH3:16])[CH3:15])[C:6]([CH2:17][NH:18][C:19](=[O:25])[O:20][C:21]([CH3:24])([CH3:23])[CH3:22])=[C:5]2[O:26][CH2:27][CH2:28][CH2:29][CH3:30].[C:31](Cl)(=[O:33])[CH3:32].O. Product: [C:31]([NH:1][C:2]1[CH:3]=[C:4]2[C:9](=[CH:10][CH:11]=1)[C:8](=[O:12])[N:7]([CH2:13][CH:14]([CH3:16])[CH3:15])[C:6]([CH2:17][NH:18][C:19](=[O:25])[O:20][C:21]([CH3:23])([CH3:22])[CH3:24])=[C:5]2[O:26][CH2:27][CH2:28][CH2:29][CH3:30])(=[O:33])[CH3:32]. The catalyst class is: 80.